Dataset: Catalyst prediction with 721,799 reactions and 888 catalyst types from USPTO. Task: Predict which catalyst facilitates the given reaction. (1) Reactant: C[O:2][C:3]1[CH:8]=[C:7]([CH2:9][O:10][CH3:11])[C:6]([O:12]C)=[CH:5][C:4]=1[CH2:14][O:15][CH3:16].[N+]([O-])([O-])=O.[NH4+].[Ce]. Product: [CH3:16][O:15][CH2:14][C:4]1[C:3](=[O:2])[CH:8]=[C:7]([CH2:9][O:10][CH3:11])[C:6](=[O:12])[CH:5]=1. The catalyst class is: 47. (2) Reactant: [F:1][C:2]([F:42])([F:41])[C:3]1[CH:4]=[C:5]([C@H:13]([O:15][C@H:16]2[CH2:20][N:19]([C:21]([O:23][C:24]([CH3:27])([CH3:26])[CH3:25])=[O:22])[C@@H:18](/[CH:28]=[CH:29]/[C:30]([O:32][CH3:33])=[O:31])[C@@H:17]2[C:34]2[CH:39]=[CH:38][C:37]([F:40])=[CH:36][CH:35]=2)[CH3:14])[CH:6]=[C:7]([C:9]([F:12])([F:11])[F:10])[CH:8]=1.[H][H]. Product: [F:12][C:9]([F:10])([F:11])[C:7]1[CH:6]=[C:5]([C@H:13]([O:15][C@H:16]2[CH2:20][N:19]([C:21]([O:23][C:24]([CH3:25])([CH3:27])[CH3:26])=[O:22])[C@@H:18]([CH2:28][CH2:29][C:30]([O:32][CH3:33])=[O:31])[C@@H:17]2[C:34]2[CH:39]=[CH:38][C:37]([F:40])=[CH:36][CH:35]=2)[CH3:14])[CH:4]=[C:3]([C:2]([F:1])([F:41])[F:42])[CH:8]=1. The catalyst class is: 19. (3) Reactant: [ClH:1].[CH3:2][N:3]([CH3:27])[CH:4]1[CH2:9][CH2:8][N:7]([C:10](=[O:26])[CH2:11][CH2:12][C:13]2[N:14]([CH2:18][C:19]([O:21][CH2:22][CH:23]3[CH2:25][CH2:24]3)=[O:20])[CH:15]=[CH:16][N:17]=2)[CH2:6][CH2:5]1. Product: [ClH:1].[CH3:27][N:3]([CH3:2])[CH:4]1[CH2:5][CH2:6][N:7]([C:10](=[O:26])[CH2:11][CH2:12][C:13]2[N:14]([CH2:18][C:19]([O:21][CH2:22][CH:23]3[CH2:25][CH2:24]3)=[O:20])[CH:15]=[CH:16][N:17]=2)[CH2:8][CH2:9]1. The catalyst class is: 27. (4) Reactant: [NH2:1][C:2]1[CH:10]=[CH:9][CH:8]=[C:7]([F:11])[C:3]=1[C:4]([NH2:6])=[O:5].C(N(CC)CC)C.Cl[C:20](=[O:26])[C:21]([O:23][CH2:24][CH3:25])=[O:22]. Product: [NH2:6][C:4]([C:3]1[C:7]([F:11])=[CH:8][CH:9]=[CH:10][C:2]=1[NH:1][C:20](=[O:26])[C:21]([O:23][CH2:24][CH3:25])=[O:22])=[O:5]. The catalyst class is: 1. (5) The catalyst class is: 4. Reactant: [CH2:1]([N:8]1[C:13](=[O:14])[C:12]2[CH:15]=[C:16]([C:18]([OH:20])=[O:19])[S:17][C:11]=2[N:10]([CH3:21])[C:9]1=[O:22])[C:2]1[CH:7]=[CH:6][CH:5]=[CH:4][CH:3]=1.C(N(CC)CC)C.[I+].ClC1C=CC=C[N+]=1C.[O:39]([CH2:46][CH2:47]O)[C:40]1[CH:45]=[CH:44][CH:43]=[CH:42][CH:41]=1. Product: [O:39]([CH2:46][CH2:47][O:19][C:18]([C:16]1[S:17][C:11]2[N:10]([CH3:21])[C:9](=[O:22])[N:8]([CH2:1][C:2]3[CH:7]=[CH:6][CH:5]=[CH:4][CH:3]=3)[C:13](=[O:14])[C:12]=2[CH:15]=1)=[O:20])[C:40]1[CH:45]=[CH:44][CH:43]=[CH:42][CH:41]=1. (6) Reactant: [Cl:1][C:2]1[CH:3]=[C:4]2[C:8](=[CH:9][CH:10]=1)[N:7]([CH3:11])[C:6]([CH2:12][CH2:13][CH2:14][CH2:15][CH2:16][CH3:17])=[C:5]2[C:18](=[O:26])[CH2:19][C@@H:20]([CH3:25])[CH2:21][C:22](O)=[O:23].[C:27]1([C@H:33]([NH2:35])[CH3:34])[CH:32]=[CH:31][CH:30]=[CH:29][CH:28]=1.C1CCC(N=C=NC2CCCCC2)CC1.C(=O)(O)[O-].[Na+]. Product: [Cl:1][C:2]1[CH:3]=[C:4]2[C:8](=[CH:9][CH:10]=1)[N:7]([CH3:11])[C:6]([CH2:12][CH2:13][CH2:14][CH2:15][CH2:16][CH3:17])=[C:5]2[C:18](=[O:26])[CH2:19][C@@H:20]([CH3:25])[CH2:21][C:22]([NH:35][CH:33]([C:27]1[CH:32]=[CH:31][CH:30]=[CH:29][CH:28]=1)[CH3:34])=[O:23]. The catalyst class is: 64.